Predict the reaction yield, written as a fraction of the theoretical maximum amount of product (1.0 means a 100% yield; for example, 0.34 means a 34% yield). From a dataset of Buchwald-Hartwig C-N cross coupling reaction yields with 55,370 reactions. (1) The reactants are CCc1ccc(I)cc1.Cc1ccc(N)cc1.O=S(=O)(O[Pd]1c2ccccc2-c2ccccc2N~1)C(F)(F)F.CC(C)c1cc(C(C)C)c(-c2ccccc2P(C(C)(C)C)C(C)(C)C)c(C(C)C)c1.CN1CCCN2CCCN=C12.Cc1cc(-n2cccc2)no1. No catalyst specified. The product is CCc1ccc(Nc2ccc(C)cc2)cc1. The yield is 0.726. (2) The reactants are Clc1cccnc1.Cc1ccc(N)cc1.O=S(=O)(O[Pd]1c2ccccc2-c2ccccc2N~1)C(F)(F)F.CC(C)c1cc(C(C)C)c(-c2ccccc2P(C2CCCCC2)C2CCCCC2)c(C(C)C)c1.CCN=P(N=P(N(C)C)(N(C)C)N(C)C)(N(C)C)N(C)C.c1ccc(CN(Cc2ccccc2)c2ccon2)cc1. No catalyst specified. The product is Cc1ccc(Nc2cccnc2)cc1. The yield is 0.370.